Dataset: Experimentally validated miRNA-target interactions with 360,000+ pairs, plus equal number of negative samples. Task: Binary Classification. Given a miRNA mature sequence and a target amino acid sequence, predict their likelihood of interaction. (1) The miRNA is hsa-miR-383-3p with sequence ACAGCACUGCCUGGUCAGA. The protein sequence of the target gene is MGRLSWQVAAAAAVGLALTLEALPWVLRWLRSRRRRPRREALFFPSQVTCTEALLRAPGAELAELPEGCPCGLPHGESALSRLLRALLAARASLDLCLFAFSSPQLGRAVQLLHQRGVRVRVVTDCDYMALNGSQIGLLRKAGIQVRHDQDPGYMHHKFAIVDKRVLITGSLNWTTQAIQNNRENVLITEDDEYVRLFLEEFERIWEQFNPTKYTFFPPKKSHGSCAPPVSRAGGRLLSWHRTCGTSSESQT. Result: 1 (interaction). (2) The miRNA is rno-miR-322-5p with sequence CAGCAGCAAUUCAUGUUUUGGA. The protein sequence of the target gene is MMSFGGADALLGAPFAPLHGGGSLHYALARKGGAGGTRSAAGSSSGFHSWTRTSVSSVSASPSRFRGAGAASSTDSLDTLSNGPEGCMVAVATSRSEKEQLQALNDRFAGYIDKVRQLEAHNRSLEGEAAALRQQQAGRSAMGELYEREVREMRGAVLRLGAARGQLRLEQEHLLEDIAHVRQRLDDEARQREEAEAAARALARFAQEAEAARVDLQKKAQALQEECGYLRRHHQEEVGELLGQIQGSGAAQAQMQAETRDALKCDVTSALREIRAQLEGHAVQSTLQSEEWFRVRLDRL.... Result: 0 (no interaction). (3) The miRNA is hsa-miR-346 with sequence UGUCUGCCCGCAUGCCUGCCUCU. The protein sequence of the target gene is MKLSVCLLLVTLALCCYQANAEFCPALVSELLDFFFISEPLFKLSLAKFDAPPEAVAAKLGVKRCTDQMSLQKRSLIAEVLVKILKKCSV. Result: 0 (no interaction).